Dataset: Forward reaction prediction with 1.9M reactions from USPTO patents (1976-2016). Task: Predict the product of the given reaction. (1) Given the reactants [Cl:1][C:2]1[N:9]=[C:8](Cl)[C:7]([F:11])=[CH:6][C:3]=1[C:4]#[N:5].[F-:12].[K+], predict the reaction product. The product is: [Cl:1][C:2]1[N:9]=[C:8]([F:12])[C:7]([F:11])=[CH:6][C:3]=1[C:4]#[N:5]. (2) The product is: [Cl:24][C:25]1[CH:26]=[C:27]([NH:31][C:32]([N:21]2[CH2:22][CH2:23][N:18]([C:4]3[C:3]([C:1]#[N:2])=[CH:13][C:7]([C:8]([O:10][CH2:11][CH3:12])=[O:9])=[C:6]([C:14]([F:15])([F:17])[F:16])[N:5]=3)[CH2:19][CH2:20]2)=[O:33])[CH:28]=[CH:29][CH:30]=1. Given the reactants [C:1]([C:3]1[C:4]([N:18]2[CH2:23][CH2:22][NH:21][CH2:20][CH2:19]2)=[N:5][C:6]([C:14]([F:17])([F:16])[F:15])=[C:7]([CH:13]=1)[C:8]([O:10][CH2:11][CH3:12])=[O:9])#[N:2].[Cl:24][C:25]1[CH:30]=[CH:29][CH:28]=[C:27]([N:31]=[C:32]=[O:33])[CH:26]=1, predict the reaction product. (3) Given the reactants O=[C:2]1[CH2:11][CH2:10][C:9]2[C:4](=[CH:5][CH:6]=[CH:7][CH:8]=2)[CH:3]1[C:12]([O:14]CC)=O.[NH:17]([C:19]1[CH:24]=[CH:23][CH:22]=[CH:21][N:20]=1)[NH2:18], predict the reaction product. The product is: [N:20]1[CH:21]=[CH:22][CH:23]=[CH:24][C:19]=1[N:17]1[C:12]([OH:14])=[C:3]2[C:2]([CH2:11][CH2:10][C:9]3[CH:8]=[CH:7][CH:6]=[CH:5][C:4]=32)=[N:18]1. (4) Given the reactants [NH2:1][C:2]1[CH:3]=[CH:4][C:5]([O:23][CH2:24][CH2:25][O:26][CH3:27])=[C:6]([C:8]2[O:9][C:10]3[CH:16]=[CH:15][C:14]([C:17]4[CH:22]=[CH:21][CH:20]=[CH:19][CH:18]=4)=[CH:13][C:11]=3[N:12]=2)[CH:7]=1.[CH:28]1[C:33]([C:34]([OH:36])=[O:35])=[CH:32][C:31]2[C:37]([O:39][C:40](=O)[C:30]=2[CH:29]=1)=[O:38], predict the reaction product. The product is: [CH3:27][O:26][CH2:25][CH2:24][O:23][C:5]1[CH:4]=[CH:3][C:2]([N:1]2[C:37](=[O:38])[C:31]3[C:30](=[CH:29][CH:28]=[C:33]([C:34]([OH:36])=[O:35])[CH:32]=3)[C:40]2=[O:39])=[CH:7][C:6]=1[C:8]1[O:9][C:10]2[CH:16]=[CH:15][C:14]([C:17]3[CH:22]=[CH:21][CH:20]=[CH:19][CH:18]=3)=[CH:13][C:11]=2[N:12]=1. (5) Given the reactants [F:1][C:2]([F:26])([F:25])[CH2:3][NH:4][C:5]([C:7]1([CH2:20][CH2:21][CH2:22][CH2:23]Br)[C:19]2[CH:18]=[CH:17][CH:16]=[CH:15][C:14]=2[C:13]2[C:8]1=[CH:9][CH:10]=[CH:11][CH:12]=2)=[O:6].[CH3:27][C:28]1[C:38]([N:39]2[CH2:44][CH2:43][NH:42][CH2:41][CH2:40]2)=[CH:37][CH:36]=[CH:35][C:29]=1[C:30]([O:32][CH2:33][CH3:34])=[O:31], predict the reaction product. The product is: [F:1][C:2]([F:26])([F:25])[CH2:3][NH:4][C:5]([C:7]1([CH2:20][CH2:21][CH2:22][CH2:23][N:42]2[CH2:41][CH2:40][N:39]([C:38]3[C:28]([CH3:27])=[C:29]([CH:35]=[CH:36][CH:37]=3)[C:30]([O:32][CH2:33][CH3:34])=[O:31])[CH2:44][CH2:43]2)[C:19]2[CH:18]=[CH:17][CH:16]=[CH:15][C:14]=2[C:13]2[C:8]1=[CH:9][CH:10]=[CH:11][CH:12]=2)=[O:6]. (6) Given the reactants [CH3:1][O:2][C:3](=[O:21])[NH:4][CH2:5][CH2:6][CH2:7][N:8]1[C:12]2=[N:13][C:14]([CH3:17])=[CH:15][CH:16]=[C:11]2[C:10]([C:18](=O)[CH3:19])=[N:9]1.[CH:22]1([NH2:25])[CH2:24][CH2:23]1.C(O)(=O)C, predict the reaction product. The product is: [CH:22]1([N:25]=[C:18]([C:10]2[C:11]3[C:12](=[N:13][C:14]([CH3:17])=[CH:15][CH:16]=3)[N:8]([CH2:7][CH2:6][CH2:5][NH:4][C:3](=[O:21])[O:2][CH3:1])[N:9]=2)[CH3:19])[CH2:24][CH2:23]1. (7) Given the reactants [BH4-].[Li+].C(O[CH2:7][C:8]1[CH:13]=[CH:12][C:11]([O:14][CH2:15][O:16][CH2:17][CH2:18][O:19][CH3:20])=[C:10]([Cl:21])[CH:9]=1)(=O)C.[O:22]1CCC[CH2:23]1, predict the reaction product. The product is: [Cl:21][C:10]1[CH:9]=[C:8]([CH2:7][CH2:23][OH:22])[CH:13]=[CH:12][C:11]=1[O:14][CH2:15][O:16][CH2:17][CH2:18][O:19][CH3:20]. (8) The product is: [O:33]=[C:31]([N:34]1[CH2:38][CH2:37][CH2:36][CH2:35]1)[CH2:30][O:29][C@@H:7]1[CH2:6][N:5]([C:3]([O:2][CH3:1])=[O:4])[C@H:10]([C:11]([N:13]2[CH2:14][CH2:15][N:16]([C:19]3[CH:24]=[CH:23][CH:22]=[CH:21][CH:20]=3)[CH2:17][CH2:18]2)=[O:12])[C@@H:9]([C:25]([O:27][CH3:28])=[O:26])[CH2:8]1. Given the reactants [CH3:1][O:2][C:3]([N:5]1[C@H:10]([C:11]([N:13]2[CH2:18][CH2:17][N:16]([C:19]3[CH:24]=[CH:23][CH:22]=[CH:21][CH:20]=3)[CH2:15][CH2:14]2)=[O:12])[C@@H:9]([C:25]([O:27][CH3:28])=[O:26])[CH2:8][C@H:7]([O:29][CH2:30][C:31]([OH:33])=O)[CH2:6]1)=[O:4].[NH:34]1[CH2:38][CH2:37][CH2:36][CH2:35]1.F[P-](F)(F)(F)(F)F.N1(O[P+](N(C)C)(N(C)C)N(C)C)C2C=CC=CC=2N=N1.CN(C)C=O.C(N(CC)C(C)C)(C)C, predict the reaction product. (9) Given the reactants [C:1]([C:3]1[CH:4]=[C:5]([CH:9]=[C:10]([F:12])[CH:11]=1)[C:6]([OH:8])=[O:7])#[N:2].[Si](C=[N+]=[N-])(C)(C)[CH3:14], predict the reaction product. The product is: [C:1]([C:3]1[CH:4]=[C:5]([CH:9]=[C:10]([F:12])[CH:11]=1)[C:6]([O:8][CH3:14])=[O:7])#[N:2].